From a dataset of Catalyst prediction with 721,799 reactions and 888 catalyst types from USPTO. Predict which catalyst facilitates the given reaction. (1) Reactant: [C:1]([CH:10]1C(=O)O[C:13](C)([CH3:17])[O:12][C:11]1=[O:19])(=[O:9])[CH2:2][CH2:3][CH2:4][CH2:5][CH2:6][CH2:7][CH3:8]. Product: [O:9]=[C:1]([CH2:2][CH2:3][CH2:4][CH2:5][CH2:6][CH2:7][CH3:8])[CH2:10][C:11]([O:12][CH2:13][CH3:17])=[O:19]. The catalyst class is: 8. (2) Reactant: [Br:1][C:2]1[CH:7]=[C:6]([I:8])[CH:5]=[CH:4][C:3]=1[OH:9].Cl[C:11]([F:16])([F:15])C([O-])=O.[Na+].C(=O)([O-])[O-].[K+].[K+]. Product: [Br:1][C:2]1[CH:7]=[C:6]([I:8])[CH:5]=[CH:4][C:3]=1[O:9][CH:11]([F:16])[F:15]. The catalyst class is: 9. (3) Reactant: [CH:1]1([Mg]Br)[CH2:6][CH2:5][CH2:4][CH2:3][CH2:2]1.[CH3:9][O:10][C:11]1[CH:12]=[C:13]([N:17]2[CH:21]=[C:20]([CH:22]=[O:23])[C:19]([CH3:24])=[N:18]2)[CH:14]=[CH:15][CH:16]=1. Product: [CH:1]1([CH:22]([C:20]2[C:19]([CH3:24])=[N:18][N:17]([C:13]3[CH:14]=[CH:15][CH:16]=[C:11]([O:10][CH3:9])[CH:12]=3)[CH:21]=2)[OH:23])[CH2:6][CH2:5][CH2:4][CH2:3][CH2:2]1. The catalyst class is: 7. (4) Reactant: [NH2:1][C:2]1[C:11]2[N:12]=[C:13]([CH2:15][CH3:16])[S:14][C:10]=2[C:9]2[CH:8]=[CH:7][C:6]([OH:17])=[CH:5][C:4]=2[N:3]=1.C(=O)([O-])[O-].[Cs+].[Cs+].Br[CH2:25][C:26]1[S:27][C:28]2[CH:34]=[CH:33][CH:32]=[CH:31][C:29]=2[N:30]=1. Product: [S:27]1[C:28]2[CH:34]=[CH:33][CH:32]=[CH:31][C:29]=2[N:30]=[C:26]1[CH2:25][O:17][C:6]1[CH:7]=[CH:8][C:9]2[C:10]3[S:14][C:13]([CH2:15][CH3:16])=[N:12][C:11]=3[C:2]([NH2:1])=[N:3][C:4]=2[CH:5]=1. The catalyst class is: 9.